This data is from Forward reaction prediction with 1.9M reactions from USPTO patents (1976-2016). The task is: Predict the product of the given reaction. Given the reactants [CH2:1]([O:3][C:4]1[CH:17]=[C:16]2[C:7]([C:8]([C:19]3[CH:20]=[N:21][C:22]([O:25][CH3:26])=[CH:23][CH:24]=3)=[N:9][C@H:10]3[C@@H:15]2[CH2:14][C@H:13]([OH:18])[CH2:12][CH2:11]3)=[CH:6][C:5]=1[O:27][CH3:28])[CH3:2].[C:29]([OH:36])(=[O:35])/[CH:30]=[CH:31]/[C:32]([OH:34])=[O:33], predict the reaction product. The product is: [C:29]([OH:36])(=[O:35])/[CH:30]=[CH:31]/[C:32]([OH:34])=[O:33].[CH2:1]([O:3][C:4]1[CH:17]=[C:16]2[C:7]([C:8]([C:19]3[CH:20]=[N:21][C:22]([O:25][CH3:26])=[CH:23][CH:24]=3)=[N:9][C@H:10]3[C@@H:15]2[CH2:14][C@H:13]([OH:18])[CH2:12][CH2:11]3)=[CH:6][C:5]=1[O:27][CH3:28])[CH3:2].